Dataset: Catalyst prediction with 721,799 reactions and 888 catalyst types from USPTO. Task: Predict which catalyst facilitates the given reaction. Reactant: [H-].C([Al+]CC(C)C)C(C)C.[CH2:11]([N:18]1[CH2:23][CH2:22][CH:21]([NH:24][C:25]([NH:27][CH:28]([C:33]2[CH:38]=[CH:37][C:36]([F:39])=[CH:35][CH:34]=2)[C:29](OC)=O)=[O:26])[CH2:20][CH2:19]1)[C:12]1[CH:17]=[CH:16][CH:15]=[CH:14][CH:13]=1. Product: [CH2:11]([N:18]1[CH2:23][CH2:22][CH:21]([N:24]2[CH:29]=[C:28]([C:33]3[CH:38]=[CH:37][C:36]([F:39])=[CH:35][CH:34]=3)[NH:27][C:25]2=[O:26])[CH2:20][CH2:19]1)[C:12]1[CH:17]=[CH:16][CH:15]=[CH:14][CH:13]=1. The catalyst class is: 451.